This data is from Catalyst prediction with 721,799 reactions and 888 catalyst types from USPTO. The task is: Predict which catalyst facilitates the given reaction. (1) Reactant: [C:1]([C:5]1[N:10]=[C:9](Cl)[C:8]([C:12]([N:14]([CH2:32][CH:33]([CH3:35])[CH3:34])[C@@H:15]2[CH2:20][N:19]([C:21]([O:23][C:24]([CH3:27])([CH3:26])[CH3:25])=[O:22])[CH2:18][C@H:17]([C:28]([O:30][CH3:31])=[O:29])[CH2:16]2)=[O:13])=[CH:7][N:6]=1)([CH3:4])([CH3:3])[CH3:2].C(N(C(C)C)CC)(C)C.[CH3:45][O:46][CH2:47][CH2:48][CH2:49][NH2:50]. Product: [C:1]([C:5]1[N:10]=[C:9]([NH:50][CH2:49][CH2:48][CH2:47][O:46][CH3:45])[C:8]([C:12]([N:14]([CH2:32][CH:33]([CH3:35])[CH3:34])[C@@H:15]2[CH2:20][N:19]([C:21]([O:23][C:24]([CH3:27])([CH3:26])[CH3:25])=[O:22])[CH2:18][C@H:17]([C:28]([O:30][CH3:31])=[O:29])[CH2:16]2)=[O:13])=[CH:7][N:6]=1)([CH3:4])([CH3:3])[CH3:2]. The catalyst class is: 9. (2) Reactant: C([C:3]1[C:11]([N+:12]([O-])=O)=[C:10]([CH:15]=[CH:16][C:17]([O:19]C)=O)[CH:9]=[CH:8][C:4]=1[C:5]([OH:7])=[O:6])C.[C:21](O)(=O)[CH3:22]. Product: [O:19]=[C:17]1[CH2:16][CH2:15][C:10]2[C:11](=[CH:3][C:4]([C:5]([O:7][CH2:21][CH3:22])=[O:6])=[CH:8][CH:9]=2)[NH:12]1. The catalyst class is: 45. (3) Reactant: Br[C:2]1[CH:3]=[C:4]([CH:8]2[O:12][CH2:11][CH2:10][O:9]2)[CH:5]=[CH:6][CH:7]=1.BrCCBr.[Mg].[CH3:18][C:19]1[S:23][C:22]([CH:24]=[O:25])=[CH:21][CH:20]=1. Product: [O:9]1[CH2:10][CH2:11][O:12][CH:8]1[C:4]1[CH:3]=[C:2]([CH:24]([C:22]2[S:23][C:19]([CH3:18])=[CH:20][CH:21]=2)[OH:25])[CH:7]=[CH:6][CH:5]=1. The catalyst class is: 90. (4) Reactant: [N+:1]([C:4]1[CH:12]=[CH:11][C:7]([C:8](Cl)=[O:9])=[CH:6][CH:5]=1)([O-:3])=[O:2].[CH3:13][O:14][C:15]1[CH:20]=[CH:19][C:18]([NH2:21])=[CH:17][CH:16]=1.O.Cl. Product: [CH3:13][O:14][C:15]1[CH:20]=[CH:19][C:18]([NH:21][C:8](=[O:9])[C:7]2[CH:11]=[CH:12][C:4]([N+:1]([O-:3])=[O:2])=[CH:5][CH:6]=2)=[CH:17][CH:16]=1. The catalyst class is: 17. (5) Reactant: [CH:1]1([C:4]2[C:5]([C:28]3[CH:33]=[CH:32][CH:31]=[CH:30][CH:29]=3)=[C:6]([O:16][C:17]3[CH:22]=[CH:21][C:20](/[CH:23]=[CH:24]/[C:25]([OH:27])=[O:26])=[CH:19][CH:18]=3)[C:7]3[C:12]([CH:13]=2)=[CH:11][C:10]([O:14]C)=[CH:9][CH:8]=3)[CH2:3][CH2:2]1.B(Br)(Br)Br. Product: [CH:1]1([C:4]2[C:5]([C:28]3[CH:29]=[CH:30][CH:31]=[CH:32][CH:33]=3)=[C:6]([O:16][C:17]3[CH:22]=[CH:21][C:20](/[CH:23]=[CH:24]/[C:25]([OH:27])=[O:26])=[CH:19][CH:18]=3)[C:7]3[C:12]([CH:13]=2)=[CH:11][C:10]([OH:14])=[CH:9][CH:8]=3)[CH2:3][CH2:2]1. The catalyst class is: 2. (6) Reactant: [F:1][C:2]1[CH:3]=[CH:4][C:5]([O:22][CH3:23])=[C:6]([CH:21]=1)[CH2:7][N:8]1[C:16]2[C:11](=[N:12][CH:13]=[CH:14][C:15]=2[CH3:17])[C:10]([C:18](O)=[O:19])=[CH:9]1.F[CH2:25][CH2:26][NH2:27].[CH2:28](N(CC)CC)[CH3:29].C(P1(=O)OP(CCC)(=O)OP(CCC)(=O)O1)CC. Product: [CH:25]1([CH2:26][NH:27][C:18]([C:10]2[C:11]3=[N:12][CH:13]=[CH:14][C:15]([CH3:17])=[C:16]3[N:8]([CH2:7][C:6]3[CH:21]=[C:2]([F:1])[CH:3]=[CH:4][C:5]=3[O:22][CH3:23])[CH:9]=2)=[O:19])[CH2:29][CH2:28]1. The catalyst class is: 46. (7) Reactant: [NH:1]1[CH:5]=[CH:4][N:3]=[C:2]1[CH2:6][C:7]#[N:8].C([O:11][C:12](=O)[CH:13]([C:18](=O)[CH3:19])[CH2:14][CH2:15][CH2:16][CH3:17])C.C([O-])(=O)C.[NH4+]. Product: [CH2:14]([C:13]1[C:12](=[O:11])[N:1]2[CH:5]=[CH:4][NH:3][C:2]2=[C:6]([C:7]#[N:8])[C:18]=1[CH3:19])[CH2:15][CH2:16][CH3:17]. The catalyst class is: 6.